Dataset: Forward reaction prediction with 1.9M reactions from USPTO patents (1976-2016). Task: Predict the product of the given reaction. (1) Given the reactants [F:1][C:2]([F:11])([F:10])[C:3]1([C:6]([F:9])([F:8])[F:7])[CH2:5][O:4]1.[S:12]([O-:15])([OH:14])=[O:13].[Na+:16], predict the reaction product. The product is: [F:1][C:2]([F:11])([F:10])[C:3]([OH:4])([C:6]([F:9])([F:8])[F:7])[CH2:5][S:12]([O-:15])(=[O:14])=[O:13].[Na+:16]. (2) Given the reactants C(O[C:4](=[O:33])[C:5]1[CH:10]=[CH:9][C:8]([CH:11]([O:15][C:16]2[CH:21]=[C:20]([F:22])[C:19]([N:23]3[CH:27]=[C:26]([C:28]([F:31])([F:30])[F:29])[CH:25]=[N:24]3)=[C:18]([F:32])[CH:17]=2)[CH2:12][CH2:13][CH3:14])=[CH:7][CH:6]=1)C.[C:34]([OH:40])([C:36](F)(F)F)=[O:35].[C:41](#[N:43])C, predict the reaction product. The product is: [F:22][C:20]1[CH:21]=[C:16]([CH:17]=[C:18]([F:32])[C:19]=1[N:23]1[CH:27]=[C:26]([C:28]([F:29])([F:31])[F:30])[CH:25]=[N:24]1)[O:15][CH:11]([C:8]1[CH:7]=[CH:6][C:5]([C:4]([NH:43][CH2:41][CH2:36][C:34]([OH:40])=[O:35])=[O:33])=[CH:10][CH:9]=1)[CH2:12][CH2:13][CH3:14]. (3) Given the reactants [C:1]([OH:4])(=O)[CH3:2].[CH3:5][C:6]([CH3:29])([CH2:27][CH3:28])[CH2:7][C:8]1[N:9]=[C:10]([CH:13]([NH2:26])[CH2:14][C:15]2[CH:20]=[CH:19][C:18]([C:21]3[CH:22]=[N:23][NH:24][CH:25]=3)=[CH:17][CH:16]=2)[NH:11][CH:12]=1.Cl.CN(C)CCCN=C=N[CH2:39][CH3:40].[OH:42]N1C2C=CC=CC=2N=N1.C(=O)(O)[O-].[Na+], predict the reaction product. The product is: [C:39]([N:24]1[CH:25]=[C:21]([C:18]2[CH:17]=[CH:16][C:15]([CH2:14][CH:13]([NH:26][C:1](=[O:4])[CH3:2])[C:10]3[NH:11][CH:12]=[C:8]([CH2:7][C:6]([CH3:29])([CH3:5])[CH2:27][CH3:28])[N:9]=3)=[CH:20][CH:19]=2)[CH:22]=[N:23]1)(=[O:42])[CH3:40]. (4) Given the reactants [Cl:1][C:2]1[CH:3]=[C:4]([N:12]([CH2:18][CH3:19])[CH:13]2[CH2:16][N:15]([CH3:17])[CH2:14]2)[C:5]([CH3:11])=[C:6]([CH:10]=1)[C:7]([OH:9])=[O:8].Cl.[NH2:21][CH2:22][C:23]1[C:24](=[O:33])[NH:25][C:26]([CH3:32])=[CH:27][C:28]=1[CH:29]([CH3:31])[CH3:30], predict the reaction product. The product is: [CH:7]([OH:9])=[O:8].[Cl:1][C:2]1[CH:3]=[C:4]([N:12]([CH2:18][CH3:19])[CH:13]2[CH2:16][N:15]([CH3:17])[CH2:14]2)[C:5]([CH3:11])=[C:6]([CH:10]=1)[C:7]([NH:21][CH2:22][C:23]1[C:24](=[O:33])[NH:25][C:26]([CH3:32])=[CH:27][C:28]=1[CH:29]([CH3:30])[CH3:31])=[O:9]. (5) Given the reactants C1(S[CH2:7][C:8]2[CH:13]=[CH:12][CH:11]=[C:10]([N+:14]([O-:16])=[O:15])[CH:9]=2)CCCC1.ClC1[CH:23]=[CH:22][CH:21]=[C:20]([C:24](OO)=O)C=1.[S:28](=S)(=[O:31])([O-])[O-:29].[Na+].[Na+], predict the reaction product. The product is: [CH:20]1([S:28]([CH2:7][C:8]2[CH:13]=[CH:12][CH:11]=[C:10]([N+:14]([O-:16])=[O:15])[CH:9]=2)(=[O:31])=[O:29])[CH2:21][CH2:22][CH2:23][CH2:24]1. (6) Given the reactants [F:1][C:2]([F:33])([F:32])[C:3]1[CH:27]=[C:26]([C:28]([F:31])([F:30])[F:29])[CH:25]=[CH:24][C:4]=1[CH2:5][N:6]1[C:14]2[C:9](=[CH:10][C:11]([CH:15]=[C:16]3[S:20][C:19](SC)=[N:18][C:17]3=[O:23])=[CH:12][CH:13]=2)[CH:8]=[N:7]1.[NH:34]1[CH2:40][CH2:39][CH2:38][NH:37][CH2:36][CH2:35]1, predict the reaction product. The product is: [F:32][C:2]([F:33])([F:1])[C:3]1[CH:27]=[C:26]([C:28]([F:30])([F:31])[F:29])[CH:25]=[CH:24][C:4]=1[CH2:5][N:6]1[C:14]2[C:9](=[CH:10][C:11]([CH:15]=[C:16]3[S:20][C:19]([N:34]4[CH2:40][CH2:39][CH2:38][NH:37][CH2:36][CH2:35]4)=[N:18][C:17]3=[O:23])=[CH:12][CH:13]=2)[CH:8]=[N:7]1. (7) The product is: [Cl:31][C:27]1[CH:26]=[C:25]([C:13]2([C:15]3[CH:19]=[C:18]([CH:20]=[O:21])[S:17][CH:16]=3)[CH2:12][CH2:11][CH2:10][CH2:9][O:14]2)[CH:30]=[CH:29][CH:28]=1. Given the reactants [Si](O[CH2:9][CH2:10][CH2:11][CH2:12][C:13]([C:25]1[CH:30]=[CH:29][CH:28]=[C:27]([Cl:31])[CH:26]=1)([C:15]1[CH:19]=[C:18]([CH:20]2OCC[O:21]2)[S:17][CH:16]=1)[OH:14])(C(C)(C)C)(C)C.Cl, predict the reaction product. (8) The product is: [F:11][C:12]([F:19])([CH2:16][CH:17]=[CH2:18])[C:13]([NH:1][C@H:2]([C:5]1[CH:10]=[CH:9][CH:8]=[CH:7][CH:6]=1)[CH2:3][OH:4])=[O:14]. Given the reactants [NH2:1][C@H:2]([C:5]1[CH:10]=[CH:9][CH:8]=[CH:7][CH:6]=1)[CH2:3][OH:4].[F:11][C:12]([F:19])([CH2:16][CH:17]=[CH2:18])[C:13](O)=[O:14], predict the reaction product.